This data is from Forward reaction prediction with 1.9M reactions from USPTO patents (1976-2016). The task is: Predict the product of the given reaction. (1) Given the reactants Br[C:2]1[CH:7]=[CH:6][N:5]=[C:4]([C:8]2[C:12]3[CH2:13][N:14]([C:17](=[O:19])[CH3:18])[CH2:15][CH2:16][C:11]=3[N:10]([CH2:20][C:21]3[CH:26]=[CH:25][C:24]([F:27])=[CH:23][C:22]=3[F:28])[N:9]=2)[CH:3]=1.[CH3:29][N:30](C)C=O, predict the reaction product. The product is: [C:17]([N:14]1[CH2:15][CH2:16][C:11]2[N:10]([CH2:20][C:21]3[CH:26]=[CH:25][C:24]([F:27])=[CH:23][C:22]=3[F:28])[N:9]=[C:8]([C:4]3[CH:3]=[C:2]([CH:7]=[CH:6][N:5]=3)[C:29]#[N:30])[C:12]=2[CH2:13]1)(=[O:19])[CH3:18]. (2) Given the reactants [O:1]1[C:8]2[CH:7]=[C:6]([C:9]([OH:11])=[O:10])[NH:5][C:4]=2[CH:3]=[CH:2]1.[C:12]([O:17][CH2:18]Cl)(=[O:16])[CH2:13][CH2:14][CH3:15], predict the reaction product. The product is: [O:1]1[C:8]2[CH:7]=[C:6]([C:9]([O:11][CH2:18][O:17][C:12](=[O:16])[CH2:13][CH2:14][CH3:15])=[O:10])[NH:5][C:4]=2[CH:3]=[CH:2]1. (3) Given the reactants [C:1]([O:4][C@H:5]1[C@H:10]([O:11][C:12](=[O:14])[CH3:13])[C@@H:9]([O:15][C:16](=[O:18])[CH3:17])[C@H:8]([C:19]2[CH:24]=[CH:23][C:22]([Cl:25])=[C:21]([CH2:26][C:27]3[CH:32]=[CH:31][C:30]([C:33]([CH3:35])=[CH2:34])=[CH:29][CH:28]=3)[CH:20]=2)[O:7][C@@H:6]1[CH2:36][O:37][C:38](=[O:40])[CH3:39])(=[O:3])[CH3:2].C1C(=O)N([Br:48])C(=O)C1, predict the reaction product. The product is: [C:1]([O:4][C@H:5]1[C@H:10]([O:11][C:12](=[O:14])[CH3:13])[C@@H:9]([O:15][C:16](=[O:18])[CH3:17])[C@H:8]([C:19]2[CH:24]=[CH:23][C:22]([Cl:25])=[C:21]([CH2:26][C:27]3[CH:28]=[CH:29][C:30]([C:33]([CH2:35][Br:48])=[CH2:34])=[CH:31][CH:32]=3)[CH:20]=2)[O:7][C@@H:6]1[CH2:36][O:37][C:38](=[O:40])[CH3:39])(=[O:3])[CH3:2]. (4) Given the reactants [CH2:1]([C:4]1[CH:20]=[C:19]([C:21]([O:30][CH2:31][O:32][CH3:33])([C:26]([F:29])([F:28])[F:27])[C:22]([F:25])([F:24])[F:23])[CH:18]=[CH:17][C:5]=1[O:6][C:7]1[CH:8]=[CH:9][C:10]([CH:15]=[CH2:16])=[C:11]([CH:14]=1)[C:12]#[N:13])[CH2:2][CH3:3].C(=O)([O-])[OH:35].[Na+].ClC1C=C(C=CC=1)C(OO)=O.S([O-])([O-])=O.[Na+].[Na+], predict the reaction product. The product is: [O:35]1[CH2:16][CH:15]1[C:10]1[CH:9]=[CH:8][C:7]([O:6][C:5]2[CH:17]=[CH:18][C:19]([C:21]([O:30][CH2:31][O:32][CH3:33])([C:22]([F:23])([F:24])[F:25])[C:26]([F:28])([F:27])[F:29])=[CH:20][C:4]=2[CH2:1][CH2:2][CH3:3])=[CH:14][C:11]=1[C:12]#[N:13]. (5) Given the reactants [CH2:1]=[C:2]([CH:5]=[N:6][C:7]([O:9][Si:10]([CH3:13])([CH3:12])[CH3:11])=[CH2:8])[CH2:3][CH3:4].[Br:14][C:15]1[CH:23]=[C:22]2[C:18](/[C:19](=[CH:33]/[C:34]3[CH:39]=[CH:38][CH:37]=[C:36]([Cl:40])[CH:35]=3)/[C:20](=[O:32])[N:21]2[CH2:24][O:25][CH2:26][CH2:27][Si](C)(C)C)=[CH:17][CH:16]=1.CO, predict the reaction product. The product is: [Br:14][C:15]1[CH:23]=[C:22]2[NH:21][C:20](=[O:32])[C:19]3([CH:33]([C:34]4[CH:39]=[CH:38][CH:37]=[C:36]([Cl:40])[CH:35]=4)[CH2:8][C:7](=[O:9])[NH:6][CH:5]3[C:2](=[CH2:1])[CH2:3][CH3:4])[C:18]2=[CH:17][CH:16]=1.[CH3:24][O:25][CH:26]([Si:10]([CH3:11])([CH3:12])[CH3:13])[CH3:27]. (6) Given the reactants [F:1][C:2]1[CH:7]=[C:6]([C:8]2[CH:9]=[C:10]3[CH:16]=[CH:15][NH:14][C:11]3=[N:12][CH:13]=2)[CH:5]=[CH:4][C:3]=1[CH2:17][C:18]([OH:20])=O.F[P-](F)(F)(F)(F)F.N1(OC(N(C)C)=[N+](C)C)C2N=CC=CC=2N=N1.[NH2:45][C:46]1[CH:50]=[C:49]([C:51]([CH3:54])([CH3:53])[CH3:52])[O:48][N:47]=1.C(N(CC)CC)C, predict the reaction product. The product is: [C:51]([C:49]1[O:48][N:47]=[C:46]([NH:45][C:18](=[O:20])[CH2:17][C:3]2[CH:4]=[CH:5][C:6]([C:8]3[CH:9]=[C:10]4[CH:16]=[CH:15][NH:14][C:11]4=[N:12][CH:13]=3)=[CH:7][C:2]=2[F:1])[CH:50]=1)([CH3:54])([CH3:53])[CH3:52]. (7) Given the reactants [C:1]([C:4]1[CH:13]=[CH:12][C:11]([O:14][CH3:15])=[C:10]2[C:5]=1[C:6](Cl)=[CH:7][C:8]([C:16]([F:19])([F:18])[F:17])=[N:9]2)(=[O:3])[CH3:2].C(N(CC)CC)C, predict the reaction product. The product is: [C:1]([C:4]1[CH:13]=[CH:12][C:11]([O:14][CH3:15])=[C:10]2[C:5]=1[CH:6]=[CH:7][C:8]([C:16]([F:19])([F:17])[F:18])=[N:9]2)(=[O:3])[CH3:2]. (8) Given the reactants [H-].[Na+].[OH:3][C@H:4]1[CH2:8][CH2:7][N:6]([C:9]([O:11][C:12]([CH3:15])([CH3:14])[CH3:13])=[O:10])[CH2:5]1.Cl[C:17]1[N:25]=[CH:24][N:23]=[C:22]2[C:18]=1[N:19]=[CH:20][N:21]2[CH2:26][CH3:27], predict the reaction product. The product is: [CH2:26]([N:21]1[CH:20]=[N:19][C:18]2[C:22]1=[N:23][CH:24]=[N:25][C:17]=2[O:3][C@H:4]1[CH2:8][CH2:7][N:6]([C:9]([O:11][C:12]([CH3:15])([CH3:14])[CH3:13])=[O:10])[CH2:5]1)[CH3:27]. (9) Given the reactants S(Cl)([Cl:3])=O.[Br:5][C:6]1[CH:7]=[C:8]([CH:12]([O:15][CH2:16][CH2:17]O)[C:13]#[N:14])[CH:9]=[CH:10][CH:11]=1.O, predict the reaction product. The product is: [Br:5][C:6]1[CH:7]=[C:8]([CH:12]([O:15][CH2:16][CH2:17][Cl:3])[C:13]#[N:14])[CH:9]=[CH:10][CH:11]=1. (10) The product is: [O:1]1[CH2:6][CH2:5][CH:4]([C:7]2[CH:8]=[CH:9][C:10]([NH2:13])=[N:11][CH:12]=2)[CH2:3][CH2:2]1. Given the reactants [O:1]1[CH2:6][CH:5]=[C:4]([C:7]2[CH:8]=[CH:9][C:10]([NH2:13])=[N:11][CH:12]=2)[CH2:3][CH2:2]1, predict the reaction product.